From a dataset of Forward reaction prediction with 1.9M reactions from USPTO patents (1976-2016). Predict the product of the given reaction. (1) Given the reactants C(O[C:4]([N:6]1[CH2:11][C:10](=[O:12])[C:9]2[CH:13]=[CH:14][O:15][C:8]=2[CH2:7]1)=O)C.[H-].[Al+3].[Li+].[H-].[H-].[H-], predict the reaction product. The product is: [CH3:4][N:6]1[CH2:11][CH:10]([OH:12])[C:9]2[CH:13]=[CH:14][O:15][C:8]=2[CH2:7]1. (2) Given the reactants [Li+].[C:2]([C:6]1[CH:11]=[CH:10][C:9]([N:12]2[CH2:18][CH2:17][CH2:16][N:15]([CH2:19][CH2:20][CH2:21][C:22]([O-:24])=O)[CH2:14][CH2:13]2)=[CH:8][CH:7]=1)([CH3:5])([CH3:4])[CH3:3].F[P-](F)(F)(F)(F)F.CN(C)C(ON1C2C=CC=CC=2N=N1)=[N+](C)C.Cl.[N+:50]([C:53]1[CH:58]=[CH:57][C:56]([NH:59][CH:60]2[CH2:65][CH2:64][NH:63][CH2:62][CH2:61]2)=[CH:55][C:54]=1[C:66]([F:69])([F:68])[F:67])([O-:52])=[O:51].C(N(C(C)C)CC)(C)C.[O-2].[Al+3].[O-2].[O-2].[Al+3], predict the reaction product. The product is: [C:2]([C:6]1[CH:11]=[CH:10][C:9]([N:12]2[CH2:18][CH2:17][CH2:16][N:15]([CH2:19][CH2:20][CH2:21][C:22]([N:63]3[CH2:64][CH2:65][CH:60]([NH:59][C:56]4[CH:57]=[CH:58][C:53]([N+:50]([O-:52])=[O:51])=[C:54]([C:66]([F:67])([F:68])[F:69])[CH:55]=4)[CH2:61][CH2:62]3)=[O:24])[CH2:14][CH2:13]2)=[CH:8][CH:7]=1)([CH3:3])([CH3:5])[CH3:4]. (3) Given the reactants [Cl:1][C:2]1[C:10]2[N:9]=[C:8]3[N:11]([C:15]4[C:16]([C:23]([F:26])([F:25])[F:24])=[N:17][C:18]([O:21][CH3:22])=[CH:19][CH:20]=4)[CH2:12][CH2:13][CH2:14][N:7]3[C:6]=2[C:5]([CH2:27][OH:28])=[CH:4][CH:3]=1.CC1(C)N([O])C(C)(C)CCC1.[N+]([O-])([O-])=O.[Na+].O, predict the reaction product. The product is: [Cl:1][C:2]1[CH:3]=[CH:4][C:5]([CH:27]=[O:28])=[C:6]2[C:10]=1[N:9]=[C:8]1[N:11]([C:15]3[C:16]([C:23]([F:25])([F:24])[F:26])=[N:17][C:18]([O:21][CH3:22])=[CH:19][CH:20]=3)[CH2:12][CH2:13][CH2:14][N:7]21. (4) Given the reactants [N:1]1([C:7]2[C:15]3[C:10](=[CH:11][CH:12]=[CH:13][CH:14]=3)[N:9]([Si:16]([CH:23]([CH3:25])[CH3:24])([CH:20]([CH3:22])[CH3:21])[CH:17]([CH3:19])[CH3:18])[CH:8]=2)[CH2:6][CH2:5]O[CH2:3][CH2:2]1.Br[C:27]1C2C(=CC=CC=2)N([Si](C(C)C)(C(C)C)C(C)C)C=1.N1CCCCC1.C1(P(C2CCCCC2)C2C=CC=CC=2C2C=CC=CC=2N(C)C)CCCCC1.C[Si]([N-][Si](C)(C)C)(C)C.[Li+], predict the reaction product. The product is: [N:1]1([C:7]2[C:15]3[C:10](=[CH:11][CH:12]=[CH:13][CH:14]=3)[N:9]([Si:16]([CH:23]([CH3:25])[CH3:24])([CH:20]([CH3:22])[CH3:21])[CH:17]([CH3:19])[CH3:18])[CH:8]=2)[CH2:6][CH2:5][CH2:27][CH2:3][CH2:2]1.